Dataset: Forward reaction prediction with 1.9M reactions from USPTO patents (1976-2016). Task: Predict the product of the given reaction. (1) The product is: [C:27]([NH:26][C@H:10]([CH2:11][N:12]([C:20]1[S:21][C:22]([Br:25])=[CH:23][N:24]=1)[C:13]([O:15][C:16]([CH3:17])([CH3:18])[CH3:19])=[O:14])[C@H:9]([C:34]1[CH:39]=[CH:38][C:37]([C:40]([F:41])([F:42])[F:43])=[CH:36][CH:35]=1)[CH2:8][OH:7])([O:29][C:30]([CH3:31])([CH3:32])[CH3:33])=[O:28]. Given the reactants C([O:7][CH2:8][C@@H:9]([C:34]1[CH:39]=[CH:38][C:37]([C:40]([F:43])([F:42])[F:41])=[CH:36][CH:35]=1)[C@H:10]([NH:26][C:27]([O:29][C:30]([CH3:33])([CH3:32])[CH3:31])=[O:28])[CH2:11][N:12]([C:20]1[S:21][C:22]([Br:25])=[CH:23][N:24]=1)[C:13]([O:15][C:16]([CH3:19])([CH3:18])[CH3:17])=[O:14])(=O)C(C)(C)C.[Li+].[B-](CC)(CC)CC, predict the reaction product. (2) Given the reactants [NH2:1][CH2:2][CH2:3][CH2:4][NH:5][C:6]([C:8]1[C:9]([NH:23][CH2:24][CH2:25][CH3:26])=[N:10][C:11]([NH:14][CH2:15][CH2:16][C:17]2[CH:22]=[CH:21][N:20]=[CH:19][CH:18]=2)=[N:12][CH:13]=1)=[O:7].[C:27]([NH:34][CH2:35][C:36](O)=[O:37])([O:29][C:30]([CH3:33])([CH3:32])[CH3:31])=[O:28].Cl.C(N=C=NCCCN(C)C)C.O.ON1C2C=CC=CC=2N=N1.C(=O)([O-])O.[Na+], predict the reaction product. The product is: [O:37]=[C:36]([NH:1][CH2:2][CH2:3][CH2:4][NH:5][C:6]([C:8]1[C:9]([NH:23][CH2:24][CH2:25][CH3:26])=[N:10][C:11]([NH:14][CH2:15][CH2:16][C:17]2[CH:22]=[CH:21][N:20]=[CH:19][CH:18]=2)=[N:12][CH:13]=1)=[O:7])[CH2:35][NH:34][C:27](=[O:28])[O:29][C:30]([CH3:32])([CH3:31])[CH3:33]. (3) Given the reactants CN(C(ON1N=NC2C=CC=NC1=2)=[N+](C)C)C.F[P-](F)(F)(F)(F)F.Cl.[NH2:26][C:27]1[C:28]([C:37]([NH:39][C@@H:40]([CH:45]2[CH2:50][CH2:49][CH2:48][CH2:47][CH2:46]2)[C:41]([O:43][CH3:44])=[O:42])=[O:38])=[CH:29][C:30]2[C:35]([CH:36]=1)=[CH:34][CH:33]=[CH:32][CH:31]=2.[Cl:51][C:52]1[CH:57]=[C:56]([C:58]([F:61])([F:60])[F:59])[CH:55]=[C:54]([Cl:62])[C:53]=1[CH2:63][C:64](O)=[O:65].C(N(C(C)C)CC)(C)C, predict the reaction product. The product is: [CH:45]1([C@H:40]([NH:39][C:37]([C:28]2[C:27]([NH:26][C:64](=[O:65])[CH2:63][C:53]3[C:52]([Cl:51])=[CH:57][C:56]([C:58]([F:61])([F:59])[F:60])=[CH:55][C:54]=3[Cl:62])=[CH:36][C:35]3[C:30](=[CH:31][CH:32]=[CH:33][CH:34]=3)[CH:29]=2)=[O:38])[C:41]([O:43][CH3:44])=[O:42])[CH2:50][CH2:49][CH2:48][CH2:47][CH2:46]1.